From a dataset of Catalyst prediction with 721,799 reactions and 888 catalyst types from USPTO. Predict which catalyst facilitates the given reaction. Reactant: [Br:1][C:2]1[CH:3]=[C:4]([CH2:8][NH:9][CH3:10])[CH:5]=[CH:6][CH:7]=1.Cl[S:12]([C:15]1[CH:16]=[C:17]([CH:21]=[CH:22][CH:23]=1)[C:18]([OH:20])=[O:19])(=[O:14])=[O:13]. Product: [Br:1][C:2]1[CH:3]=[C:4]([CH2:8][N:9]([CH3:10])[S:12]([C:15]2[CH:16]=[C:17]([CH:21]=[CH:22][CH:23]=2)[C:18]([OH:20])=[O:19])(=[O:14])=[O:13])[CH:5]=[CH:6][CH:7]=1. The catalyst class is: 2.